From a dataset of Full USPTO retrosynthesis dataset with 1.9M reactions from patents (1976-2016). Predict the reactants needed to synthesize the given product. (1) Given the product [CH2:1]([O:8][C:9]1[CH:10]=[CH:11][C:12]([CH:15]2[CH2:20][CH2:19][N:18]([C:21]([O:23][C:24]([CH3:25])([CH3:27])[CH3:26])=[O:22])[CH2:17][CH:16]2[O:28][C:31]2[CH:40]=[CH:39][C:38]3[C:33](=[CH:34][CH:35]=[CH:36][CH:37]=3)[CH:32]=2)=[CH:13][CH:14]=1)[C:2]1[CH:7]=[CH:6][CH:5]=[CH:4][CH:3]=1, predict the reactants needed to synthesize it. The reactants are: [CH2:1]([O:8][C:9]1[CH:14]=[CH:13][C:12]([CH:15]2[CH2:20][CH2:19][N:18]([C:21]([O:23][C:24]([CH3:27])([CH3:26])[CH3:25])=[O:22])[CH2:17][CH:16]2[OH:28])=[CH:11][CH:10]=1)[C:2]1[CH:7]=[CH:6][CH:5]=[CH:4][CH:3]=1.BrC[C:31]1[CH:40]=[CH:39][C:38]2[C:33](=[CH:34][CH:35]=[CH:36][CH:37]=2)[CH:32]=1. (2) Given the product [F:27][C:21]1[CH:22]=[C:23]([F:26])[CH:24]=[CH:25][C:20]=1[N:16]1[C:15]([C:9]2[S:8][C:7]3[C:6]4[N:28]=[C:2]([C:36]5[C:31]([O:30][CH3:29])=[N:32][CH:33]=[CH:34][CH:35]=5)[CH:3]=[CH:4][C:5]=4[O:14][CH2:13][CH2:12][C:11]=3[CH:10]=2)=[N:19][CH:18]=[N:17]1, predict the reactants needed to synthesize it. The reactants are: Cl[C:2]1[CH:3]=[CH:4][C:5]2[O:14][CH2:13][CH2:12][C:11]3[CH:10]=[C:9]([C:15]4[N:16]([C:20]5[CH:25]=[CH:24][C:23]([F:26])=[CH:22][C:21]=5[F:27])[N:17]=[CH:18][N:19]=4)[S:8][C:7]=3[C:6]=2[N:28]=1.[CH3:29][O:30][C:31]1[C:36](B2OC(C)(C)C(C)(C)O2)=[CH:35][CH:34]=[CH:33][N:32]=1.C([O-])([O-])=O.[Cs+].[Cs+].